Task: Regression/Classification. Given an antibody's heavy chain and light chain sequences, predict its developability. TAP uses regression for 5 developability metrics; SAbDab uses binary classification.. Dataset: Antibody developability classification from SAbDab with 2,409 antibodies (1) The antibody is ['QIQLVQSGPELKKPGETVKISCKASGYTFTDFSMHWVNQAPGKGLNWMGWVNTETGEPTYADDFKGRFAFSLETSASTAYLQINSLKNEDTATYFCARFLLRQYFDVWGAGTTVTVSS', 'DIVMSQSPSSLAVSAGEKVTMSCKSSQSLLNSRTRKNYLAWYQQKPGQSPKVLIYWASTRESGVPDRFTGRGSGTDFTLTISSVQAEDQAVYYCKQAYIPPLTFGAGTKLELK']. Result: 0 (not developable). (2) The antibody is ['EVQLVESGGGLVQPGGSLRLSCAASGFTLSGDWIHWVRQAPGKGLEWLGEISAAGGYTDYADSVKGRFTISADTSKNTAYLQMNSLRAEDTAVYYCARESRVSFEAAMDYWGQGTLVTVSS', 'DIQMTQSPSSLSASVGDRVTITCRASQDLATDVAWYQQKPGKAPKLLIYSASFLYSGVPSRFSGSGSGTDFTLTISSLQPEDFATYYCQQSEPEPYTFGQGTKVEIK']. Result: 0 (not developable). (3) The antibody is ['2atk', 'PROT_7E7F8549']. Result: 0 (not developable). (4) The antibody is ['1yeh', 'PROT_98EE8096']. Result: 0 (not developable).